Regression. Given two drug SMILES strings and cell line genomic features, predict the synergy score measuring deviation from expected non-interaction effect. From a dataset of NCI-60 drug combinations with 297,098 pairs across 59 cell lines. (1) Drug 1: C1=CC=C(C=C1)NC(=O)CCCCCCC(=O)NO. Drug 2: CC12CCC3C(C1CCC2O)C(CC4=C3C=CC(=C4)O)CCCCCCCCCS(=O)CCCC(C(F)(F)F)(F)F. Cell line: IGROV1. Synergy scores: CSS=3.18, Synergy_ZIP=0.943, Synergy_Bliss=2.29, Synergy_Loewe=2.58, Synergy_HSA=0.946. (2) Synergy scores: CSS=31.5, Synergy_ZIP=-3.28, Synergy_Bliss=-0.761, Synergy_Loewe=-11.9, Synergy_HSA=0.463. Cell line: A549. Drug 1: C1=C(C(=O)NC(=O)N1)N(CCCl)CCCl. Drug 2: CCC1(CC2CC(C3=C(CCN(C2)C1)C4=CC=CC=C4N3)(C5=C(C=C6C(=C5)C78CCN9C7C(C=CC9)(C(C(C8N6C)(C(=O)OC)O)OC(=O)C)CC)OC)C(=O)OC)O.OS(=O)(=O)O. (3) Cell line: SF-539. Synergy scores: CSS=9.81, Synergy_ZIP=-2.02, Synergy_Bliss=1.79, Synergy_Loewe=-0.944, Synergy_HSA=1.19. Drug 2: CC12CCC3C(C1CCC2O)C(CC4=C3C=CC(=C4)O)CCCCCCCCCS(=O)CCCC(C(F)(F)F)(F)F. Drug 1: CCC1(CC2CC(C3=C(CCN(C2)C1)C4=CC=CC=C4N3)(C5=C(C=C6C(=C5)C78CCN9C7C(C=CC9)(C(C(C8N6C)(C(=O)OC)O)OC(=O)C)CC)OC)C(=O)OC)O.OS(=O)(=O)O. (4) Drug 1: CS(=O)(=O)C1=CC(=C(C=C1)C(=O)NC2=CC(=C(C=C2)Cl)C3=CC=CC=N3)Cl. Drug 2: C1=CC(=CC=C1CC(C(=O)O)N)N(CCCl)CCCl.Cl. Cell line: HOP-92. Synergy scores: CSS=23.7, Synergy_ZIP=3.34, Synergy_Bliss=8.83, Synergy_Loewe=5.49, Synergy_HSA=8.50. (5) Cell line: NCIH23. Drug 2: C(CN)CNCCSP(=O)(O)O. Synergy scores: CSS=2.85, Synergy_ZIP=-0.474, Synergy_Bliss=-1.85, Synergy_Loewe=-10.8, Synergy_HSA=-2.26. Drug 1: CC(C1=C(C=CC(=C1Cl)F)Cl)OC2=C(N=CC(=C2)C3=CN(N=C3)C4CCNCC4)N. (6) Drug 1: C1CCC(C1)C(CC#N)N2C=C(C=N2)C3=C4C=CNC4=NC=N3. Drug 2: CN(C(=O)NC(C=O)C(C(C(CO)O)O)O)N=O. Cell line: NCI-H226. Synergy scores: CSS=0.688, Synergy_ZIP=-3.08, Synergy_Bliss=-4.90, Synergy_Loewe=-8.75, Synergy_HSA=-5.51. (7) Drug 1: CC(C1=C(C=CC(=C1Cl)F)Cl)OC2=C(N=CC(=C2)C3=CN(N=C3)C4CCNCC4)N. Drug 2: CC1C(C(CC(O1)OC2CC(CC3=C2C(=C4C(=C3O)C(=O)C5=C(C4=O)C(=CC=C5)OC)O)(C(=O)C)O)N)O.Cl. Cell line: M14. Synergy scores: CSS=28.1, Synergy_ZIP=11.2, Synergy_Bliss=12.1, Synergy_Loewe=0.365, Synergy_HSA=8.80. (8) Drug 1: C1CC2CC3=C(CC1C24CN(S(=O)(=O)N4)CC(F)(F)F)C=CC(=C3)C=CCN5CCC(CC5)C(F)(F)F. Drug 2: CC1=C(C(=CC=C1)Cl)NC(=O)C2=CN=C(S2)NC3=CC(=NC(=N3)C)N4CCN(CC4)CCO. Cell line: NCI-H460. Synergy scores: CSS=24.1, Synergy_ZIP=-5.71, Synergy_Bliss=-2.48, Synergy_Loewe=-1.86, Synergy_HSA=0.602. (9) Drug 1: C1CN1P(=S)(N2CC2)N3CC3. Drug 2: C1=CN(C(=O)N=C1N)C2C(C(C(O2)CO)O)O.Cl. Cell line: IGROV1. Synergy scores: CSS=25.6, Synergy_ZIP=-3.24, Synergy_Bliss=-7.77, Synergy_Loewe=-2.09, Synergy_HSA=-3.76. (10) Drug 1: C1=CC(=C2C(=C1NCCNCCO)C(=O)C3=C(C=CC(=C3C2=O)O)O)NCCNCCO. Drug 2: C1=CC(=CC=C1C#N)C(C2=CC=C(C=C2)C#N)N3C=NC=N3. Cell line: NCI-H522. Synergy scores: CSS=50.7, Synergy_ZIP=-1.54, Synergy_Bliss=-2.23, Synergy_Loewe=-34.1, Synergy_HSA=0.191.